Predict the reaction yield, written as a fraction of the theoretical maximum amount of product (1.0 means a 100% yield; for example, 0.34 means a 34% yield). From a dataset of Reaction yield outcomes from USPTO patents with 853,638 reactions. (1) The reactants are Br[CH2:2][C:3]1[CH:4]=[C:5]2[C:28](=[CH:29][CH:30]=1)[C:9]1=[N:10][O:11][C:12]([C:13]3[C:17]([C:18]([F:21])([F:20])[F:19])=[C:16]([C:22]4[CH:27]=[CH:26][CH:25]=[CH:24][CH:23]=4)[O:15][N:14]=3)=[C:8]1[CH2:7][CH2:6]2.[CH3:31][NH:32][CH2:33][CH2:34][C:35]([NH2:37])=[O:36].C(N(CC)CC)C.CN([CH:48]=[O:49])C. The catalyst is C(OCC)(=O)C. The product is [OH:36][C:48]([C:18]([F:21])([F:20])[F:19])=[O:49].[CH3:31][N:32]([CH2:2][C:3]1[CH:4]=[C:5]2[C:28](=[CH:29][CH:30]=1)[C:9]1=[N:10][O:11][C:12]([C:13]3[C:17]([C:18]([F:21])([F:20])[F:19])=[C:16]([C:22]4[CH:27]=[CH:26][CH:25]=[CH:24][CH:23]=4)[O:15][N:14]=3)=[C:8]1[CH2:7][CH2:6]2)[CH2:33][CH2:34][C:35]([NH2:37])=[O:36]. The yield is 0.480. (2) The reactants are [Br:1][C:2]1[CH:3]=[C:4]([C:9]2[N:10]=[N:11][S:12][C:13]=2[C:14]2[CH:19]=[CH:18][CH:17]=[C:16]([Cl:20])[C:15]=2[Cl:21])[C:5](Cl)=[N:6][CH:7]=1.[CH3:22][O:23][C:24]1[CH:31]=[CH:30][C:27]([CH2:28][NH2:29])=[CH:26][CH:25]=1. The catalyst is O1CCOCC1. The product is [CH3:22][O:23][C:24]1[CH:31]=[CH:30][C:27]([CH2:28][NH:29][C:5]2[C:4]([C:9]3[N:10]=[N:11][S:12][C:13]=3[C:14]3[CH:19]=[CH:18][CH:17]=[C:16]([Cl:20])[C:15]=3[Cl:21])=[CH:3][C:2]([Br:1])=[CH:7][N:6]=2)=[CH:26][CH:25]=1. The yield is 0.900. (3) The reactants are [C:1]([CH:3]1[N:7]([C:8]([O:10][C:11]([CH3:14])([CH3:13])[CH3:12])=[O:9])[C@H:6]([C:15]([O:17][C:18]([CH3:21])([CH3:20])[CH3:19])=[O:16])[CH2:5][CH2:4]1)#N.CC(O)=[O:24].O. The catalyst is [Ni].O.O. The product is [CH:1]([CH:3]1[N:7]([C:8]([O:10][C:11]([CH3:14])([CH3:13])[CH3:12])=[O:9])[C@H:6]([C:15]([O:17][C:18]([CH3:21])([CH3:20])[CH3:19])=[O:16])[CH2:5][CH2:4]1)=[O:24]. The yield is 0.510. (4) The reactants are [NH2:1][C@@H:2]1[CH2:6][C@H:5]([CH2:7][OH:8])[C@@H:4]([O:9][Si:10]([CH:17]([CH3:19])[CH3:18])([CH:14]([CH3:16])[CH3:15])[CH:11]([CH3:13])[CH3:12])[CH2:3]1.C(N(CC)C(C)C)(C)C.[Cl:29][C:30]1[CH:31]=[C:32]([CH:49]=[CH:50][CH:51]=1)[CH2:33][C:34]1[S:38][C:37]([C:39]([C:41]2[C:42](Cl)=[N:43][CH:44]=[N:45][CH:46]=2)=[O:40])=[C:36]([CH3:48])[CH:35]=1. The catalyst is CC(O)C. The product is [Cl:29][C:30]1[CH:31]=[C:32]([CH:49]=[CH:50][CH:51]=1)[CH2:33][C:34]1[S:38][C:37]([C:39]([C:41]2[C:46]([NH:1][C@H:2]3[CH2:3][C@H:4]([O:9][Si:10]([CH:14]([CH3:16])[CH3:15])([CH:11]([CH3:13])[CH3:12])[CH:17]([CH3:19])[CH3:18])[C@@H:5]([CH2:7][OH:8])[CH2:6]3)=[N:45][CH:44]=[N:43][CH:42]=2)=[O:40])=[C:36]([CH3:48])[CH:35]=1. The yield is 0.370. (5) The reactants are [NH2:1][C:2]1[CH:7]=[CH:6][C:5]([CH3:8])=[CH:4][C:3]=1[C:9]([CH:11]1[CH2:13][CH2:12]1)=[O:10].[CH3:14]ON(C)C(C1CCC1)=O. No catalyst specified. The product is [NH2:1][C:2]1[CH:7]=[CH:6][C:5]([CH3:8])=[CH:4][C:3]=1[C:9]([CH:11]1[CH2:13][CH2:12][CH2:14]1)=[O:10]. The yield is 0.800.